This data is from Full USPTO retrosynthesis dataset with 1.9M reactions from patents (1976-2016). The task is: Predict the reactants needed to synthesize the given product. Given the product [C:1]([O:5][C:6]([N:8]1[C:16]2[C:11](=[C:12]([F:18])[C:13]([O:17][CH2:34][C:27]3[S:28][C:29]([C:30]([F:32])([F:31])[F:33])=[C:25]([C:19]4[CH:24]=[CH:23][CH:22]=[CH:21][CH:20]=4)[CH:26]=3)=[CH:14][CH:15]=2)[CH2:10][CH2:9]1)=[O:7])([CH3:4])([CH3:2])[CH3:3], predict the reactants needed to synthesize it. The reactants are: [C:1]([O:5][C:6]([N:8]1[C:16]2[C:11](=[C:12]([F:18])[C:13]([OH:17])=[CH:14][CH:15]=2)[CH2:10][CH2:9]1)=[O:7])([CH3:4])([CH3:3])[CH3:2].[C:19]1([C:25]2[CH:26]=[C:27]([CH2:34]Cl)[S:28][C:29]=2[C:30]([F:33])([F:32])[F:31])[CH:24]=[CH:23][CH:22]=[CH:21][CH:20]=1.C(=O)([O-])[O-].[K+].[K+].